Predict the reaction yield, written as a fraction of the theoretical maximum amount of product (1.0 means a 100% yield; for example, 0.34 means a 34% yield). From a dataset of Reaction yield outcomes from USPTO patents with 853,638 reactions. (1) The reactants are [Cl:1][C:2]1[C:3]([F:37])=[C:4]([NH:9][C:10]2[C:19]3[C:14](=[CH:15][C:16]([O:35][CH3:36])=[C:17]([O:20][CH:21]4[CH2:26][CH2:25][N:24]([C:27](=[O:34])/[CH:28]=[CH:29]\[C:30]([O:32]C)=[O:31])[CH2:23][CH2:22]4)[CH:18]=3)[N:13]=[CH:12][N:11]=2)[CH:5]=[CH:6][C:7]=1[F:8].[OH-].[Li+]. The catalyst is O1CCCC1. The product is [Cl:1][C:2]1[C:3]([F:37])=[C:4]([NH:9][C:10]2[C:19]3[C:14](=[CH:15][C:16]([O:35][CH3:36])=[C:17]([O:20][CH:21]4[CH2:22][CH2:23][N:24]([C:27](=[O:34])/[CH:28]=[CH:29]\[C:30]([OH:32])=[O:31])[CH2:25][CH2:26]4)[CH:18]=3)[N:13]=[CH:12][N:11]=2)[CH:5]=[CH:6][C:7]=1[F:8]. The yield is 0.480. (2) The reactants are C(=O)([O-])[O-].[Na+:5].[Na+].Br.Br[C:9]1[NH:10][CH:11]([OH:17])[C:12](=[O:16])[N:13]([CH3:15])[CH:14]=1.[CH3:18][C:19]1[C:24](B2OC(C)(C)C(C)(C)O2)=[CH:23][CH:22]=[CH:21][C:20]=1[NH:34][C:35]([C:37]1[S:41][C:40]2[CH2:42][CH2:43][CH2:44][CH2:45][C:39]=2[CH:38]=1)=[O:36]. The catalyst is C1C=CC([P]([Pd]([P](C2C=CC=CC=2)(C2C=CC=CC=2)C2C=CC=CC=2)([P](C2C=CC=CC=2)(C2C=CC=CC=2)C2C=CC=CC=2)[P](C2C=CC=CC=2)(C2C=CC=CC=2)C2C=CC=CC=2)(C2C=CC=CC=2)C2C=CC=CC=2)=CC=1.O1CCOCC1. The product is [CH3:15][N:13]1[CH:14]=[C:9]([C:24]2[CH:23]=[CH:22][CH:21]=[C:20]([NH:34][C:35]([C:37]3[S:41][C:40]4[CH2:42][CH2:43][CH2:44][CH2:45][C:39]=4[CH:38]=3)=[O:36])[C:19]=2[CH3:18])[N:10]=[C:11]([O-:17])[C:12]1=[O:16].[Na+:5]. The yield is 0.530. (3) The product is [Cl:8][C:9]1[CH:14]=[CH:13][CH:12]=[CH:11][C:10]=1[N:15]1[C:19]([C:20]2[N:21]=[C:22]3[C:28]4[CH:29]=[CH:30][C:31]([C:33]5[CH:38]=[CH:37][C:36]([Cl:39])=[CH:35][CH:34]=5)=[CH:32][C:27]=4[O:26][CH2:25][CH2:24][N:23]3[CH:40]=2)=[N:18][C:17]([NH2:41])=[N:16]1. The yield is 0.340. The catalyst is CCOC(C)=O. The reactants are CCOC(C)=O.Cl.[Cl:8][C:9]1[CH:14]=[CH:13][CH:12]=[CH:11][C:10]=1[N:15]1[C:19]([C:20]2[N:21]=[C:22]3[C:28]4[CH:29]=[CH:30][C:31]([C:33]5[CH:38]=[CH:37][C:36]([Cl:39])=[CH:35][CH:34]=5)=[CH:32][C:27]=4[O:26][CH2:25][CH2:24][N:23]3[CH:40]=2)=[N:18][C:17]([NH:41]C(=O)O)=[N:16]1. (4) The product is [Cl:1][C:2]1[CH:27]=[CH:26][CH:25]=[CH:24][C:3]=1[CH2:4][C:5]1[C:12](=[O:13])[N:8]2[CH2:9][CH2:10][CH2:11][N:7]2[C:6]=1[C:14]1[CH:19]=[CH:18][N:17]=[C:16]([NH:36][CH:33]2[CH2:32][CH2:31][O:30][CH2:29][CH2:34]2)[N:15]=1. The catalyst is CO. The reactants are [Cl:1][C:2]1[CH:27]=[CH:26][CH:25]=[CH:24][C:3]=1[CH2:4][C:5]1[C:12](=[O:13])[N:8]2[CH2:9][CH2:10][CH2:11][N:7]2[C:6]=1[C:14]1[CH:19]=[CH:18][N:17]=[C:16](S(C)(=O)=O)[N:15]=1.N[CH:29]1[CH2:34][CH2:33][CH2:32][CH2:31][O:30]1.C[N:36]1C(=O)CCC1. The yield is 0.400. (5) The reactants are [Br:1][C:2]1[CH:10]=[CH:9][C:8]([S:11]([CH2:14][CH3:15])(=[O:13])=[O:12])=[CH:7][C:3]=1[C:4]([NH2:6])=O.C(N(CC)CC)C.FC(F)(F)C(OC(=O)C(F)(F)F)=O.CCOC(C)=O. The catalyst is C1COCC1. The product is [Br:1][C:2]1[CH:10]=[CH:9][C:8]([S:11]([CH2:14][CH3:15])(=[O:13])=[O:12])=[CH:7][C:3]=1[C:4]#[N:6]. The yield is 0.800. (6) The reactants are [Cl:1][C:2]1[N:7]=[CH:6][C:5]([C:8](Cl)=[O:9])=[CH:4][CH:3]=1.[CH3:11][C:12]([CH3:16])([CH3:15])[CH2:13][OH:14]. The catalyst is C1(C)C=CC=CC=1.CCOC(C)=O. The product is [Cl:1][C:2]1[N:7]=[CH:6][C:5]([C:8]([O:14][CH2:13][C:12]([CH3:16])([CH3:15])[CH3:11])=[O:9])=[CH:4][CH:3]=1. The yield is 0.920. (7) The reactants are [C:1]([C:3]([CH3:24])([CH3:23])[C:4]1[CH:9]=[CH:8][C:7]([NH:10][C:11](=[O:22])[C:12]2[CH:17]=[CH:16][C:15]([O:18][CH3:19])=[C:14]([O:20][CH3:21])[CH:13]=2)=[CH:6][CH:5]=1)#[N:2].NO.C1C=CC2N(O)N=[N:33]C=2C=1.C(Cl)CCl.[C:41]([OH:49])(=O)[C:42]1[CH:47]=[CH:46][CH:45]=[CH:44][CH:43]=1. No catalyst specified. The product is [CH3:21][O:20][C:14]1[CH:13]=[C:12]([CH:17]=[CH:16][C:15]=1[O:18][CH3:19])[C:11]([NH:10][C:7]1[CH:6]=[CH:5][C:4]([C:3]([CH3:24])([C:1]2[N:33]=[C:41]([C:42]3[CH:47]=[CH:46][CH:45]=[CH:44][CH:43]=3)[O:49][N:2]=2)[CH3:23])=[CH:9][CH:8]=1)=[O:22]. The yield is 0.390. (8) The reactants are [CH3:1][NH:2][CH3:3].C1COCC1.[F:9][C:10]1[CH:15]=[CH:14][C:13]([C:16]2[O:17][C:18]3[CH:28]=[CH:27][C:26]([C:29]4[CH:30]=[C:31]([CH:41]=[CH:42][CH:43]=4)[C:32]([NH:34][C:35]([CH3:40])([CH3:39])[C:36](O)=[O:37])=[O:33])=[CH:25][C:19]=3[C:20]=2[C:21](=[O:24])[NH:22][CH3:23])=[CH:12][CH:11]=1.CN(C(ON1N=NC2C=CC=NC1=2)=[N+](C)C)C.F[P-](F)(F)(F)(F)F.CCN(C(C)C)C(C)C. The catalyst is CN(C=O)C. The product is [CH3:1][N:2]([CH3:3])[C:36](=[O:37])[C:35]([NH:34][C:32]([C:31]1[CH:30]=[C:29]([C:26]2[CH:27]=[CH:28][C:18]3[O:17][C:16]([C:13]4[CH:12]=[CH:11][C:10]([F:9])=[CH:15][CH:14]=4)=[C:20]([C:21]([NH:22][CH3:23])=[O:24])[C:19]=3[CH:25]=2)[CH:43]=[CH:42][CH:41]=1)=[O:33])([CH3:39])[CH3:40]. The yield is 0.710. (9) The reactants are Br[C:2]1[CH:3]=[C:4]([C:8]2[NH:17][C:16](=[O:18])[C:15]3[C:10](=[CH:11][C:12]([O:21][CH3:22])=[CH:13][C:14]=3[O:19][CH3:20])[N:9]=2)[CH:5]=[CH:6][CH:7]=1.[CH:23]([N:26]1[CH2:31][CH2:30][NH:29][CH2:28][CH2:27]1)([CH3:25])[CH3:24].CC(C)([O-])C.[K+].C1(P(C2C=CC=CC=2)C2C=CC3C(=CC=CC=3)C=2C2C3C(=CC=CC=3)C=CC=2P(C2C=CC=CC=2)C2C=CC=CC=2)C=CC=CC=1. The catalyst is C1C=CC(/C=C/C(/C=C/C2C=CC=CC=2)=O)=CC=1.C1C=CC(/C=C/C(/C=C/C2C=CC=CC=2)=O)=CC=1.C1C=CC(/C=C/C(/C=C/C2C=CC=CC=2)=O)=CC=1.[Pd].[Pd]. The product is [CH:23]([N:26]1[CH2:31][CH2:30][N:29]([C:2]2[CH:3]=[C:4]([C:8]3[NH:17][C:16](=[O:18])[C:15]4[C:10](=[CH:11][C:12]([O:21][CH3:22])=[CH:13][C:14]=4[O:19][CH3:20])[N:9]=3)[CH:5]=[CH:6][CH:7]=2)[CH2:28][CH2:27]1)([CH3:25])[CH3:24]. The yield is 0.140.